Task: Predict the product of the given reaction.. Dataset: Forward reaction prediction with 1.9M reactions from USPTO patents (1976-2016) Given the reactants C(OC(=O)[NH:7][C@H:8]1[CH2:13][CH2:12][C@@H:11]([C:14](=[O:16])[NH2:15])[CH2:10][CH2:9]1)(C)(C)C.C(O)(C(F)(F)F)=O.C(Cl)[Cl:26], predict the reaction product. The product is: [ClH:26].[NH2:7][C@@H:8]1[CH2:13][CH2:12][C@H:11]([C:14]([NH2:15])=[O:16])[CH2:10][CH2:9]1.